This data is from Forward reaction prediction with 1.9M reactions from USPTO patents (1976-2016). The task is: Predict the product of the given reaction. (1) The product is: [C:1]([CH2:3][CH:4]([CH:5]1[CH2:9][CH2:8][N:7]([C:10]([O:12][CH2:13][C:14]2[CH:15]=[CH:16][CH:17]=[CH:18][CH:19]=2)=[O:11])[CH2:6]1)[N:31]1[CH:35]=[C:34]([C:36]2[C:37]3[CH:44]=[CH:43][N:42]([CH2:45][O:46][CH2:47][CH2:48][Si:49]([CH3:52])([CH3:51])[CH3:50])[C:38]=3[N:39]=[CH:40][N:41]=2)[CH:33]=[N:32]1)#[N:2]. Given the reactants [C:1]([CH:3]=[CH:4][CH:5]1[CH2:9][CH2:8][N:7]([C:10]([O:12][CH2:13][C:14]2[CH:19]=[CH:18][CH:17]=[CH:16][CH:15]=2)=[O:11])[CH2:6]1)#[N:2].N12CCCN=C1CCCCC2.[NH:31]1[CH:35]=[C:34]([C:36]2[C:37]3[CH:44]=[CH:43][N:42]([CH2:45][O:46][CH2:47][CH2:48][Si:49]([CH3:52])([CH3:51])[CH3:50])[C:38]=3[N:39]=[CH:40][N:41]=2)[CH:33]=[N:32]1, predict the reaction product. (2) Given the reactants [CH3:1][S:2]([C:5]1[CH:10]=[CH:9][C:8]([C:11]2[CH:12]=[CH:13][C:14]([O:17][CH2:18][CH:19]3[CH2:24][CH2:23][NH:22][CH2:21][CH2:20]3)=[N:15][CH:16]=2)=[CH:7][CH:6]=1)(=[O:4])=[O:3].[OH:25][C:26]1[C:27]([C:32](O)=[O:33])=[N:28][CH:29]=[CH:30][CH:31]=1, predict the reaction product. The product is: [CH3:1][S:2]([C:5]1[CH:10]=[CH:9][C:8]([C:11]2[CH:12]=[CH:13][C:14]([O:17][CH2:18][CH:19]3[CH2:24][CH2:23][N:22]([C:32]([C:27]4[C:26]([OH:25])=[CH:31][CH:30]=[CH:29][N:28]=4)=[O:33])[CH2:21][CH2:20]3)=[N:15][CH:16]=2)=[CH:7][CH:6]=1)(=[O:3])=[O:4]. (3) Given the reactants Cl[C:2]1[N:7]=[C:6]([C:8]2[CH:13]=[CH:12][C:11]([Cl:14])=[C:10]([Cl:15])[CH:9]=2)[CH:5]=[C:4]([CH3:16])[N:3]=1.[Br:17][C:18]1[CH:19]=[C:20](B(O)O)[CH:21]=[CH:22][CH:23]=1, predict the reaction product. The product is: [Br:17][C:18]1[CH:23]=[C:22]([C:2]2[N:7]=[C:6]([C:8]3[CH:13]=[CH:12][C:11]([Cl:14])=[C:10]([Cl:15])[CH:9]=3)[CH:5]=[C:4]([CH3:16])[N:3]=2)[CH:21]=[CH:20][CH:19]=1.